Dataset: Forward reaction prediction with 1.9M reactions from USPTO patents (1976-2016). Task: Predict the product of the given reaction. Given the reactants [OH:1][CH2:2][CH:3]([NH:12]C(=O)OC(C)(C)C)[C:4](=[O:11])[C:5]1[CH:10]=[CH:9][CH:8]=[CH:7][CH:6]=1.[ClH:20].O1CCOCC1, predict the reaction product. The product is: [Cl-:20].[OH:1][CH2:2][CH:3]([NH3+:12])[C:4](=[O:11])[C:5]1[CH:6]=[CH:7][CH:8]=[CH:9][CH:10]=1.